From a dataset of Catalyst prediction with 721,799 reactions and 888 catalyst types from USPTO. Predict which catalyst facilitates the given reaction. (1) Reactant: OO.O.[OH-].[Li+].[CH2:6]([O:26][C@H:27]([CH2:43][CH3:44])[C:28](N1[C@@H](C)[C@@H](C2C=CC=CC=2)OC1=O)=[O:29])[CH2:7][CH2:8][CH2:9]/[CH:10]=[CH:11]\[CH2:12]/[CH:13]=[CH:14]\[CH2:15]/[CH:16]=[CH:17]\[CH2:18]/[CH:19]=[CH:20]\[CH2:21]/[CH:22]=[CH:23]\[CH2:24][CH3:25].[O-:45]S([O-])=O.[Na+].[Na+].Cl. Product: [CH2:6]([O:26][C@H:27]([CH2:43][CH3:44])[C:28]([OH:29])=[O:45])[CH2:7][CH2:8][CH2:9]/[CH:10]=[CH:11]\[CH2:12]/[CH:13]=[CH:14]\[CH2:15]/[CH:16]=[CH:17]\[CH2:18]/[CH:19]=[CH:20]\[CH2:21]/[CH:22]=[CH:23]\[CH2:24][CH3:25]. The catalyst class is: 30. (2) Reactant: [C:1]([O:5][C:6](=[O:30])[NH:7][CH2:8][CH2:9][CH2:10][CH2:11][N:12]([CH2:21][C:22]1[C:27]([CH3:28])=[CH:26][C:25]([CH3:29])=[CH:24][N:23]=1)[CH2:13][C:14]1[C:19]([OH:20])=[CH:18][CH:17]=[CH:16][N:15]=1)([CH3:4])([CH3:3])[CH3:2].[CH3:31][N:32]([CH3:37])[S:33](Cl)(=[O:35])=[O:34].CCN(CC)CC. Product: [C:1]([O:5][C:6](=[O:30])[NH:7][CH2:8][CH2:9][CH2:10][CH2:11][N:12]([CH2:21][C:22]1[C:27]([CH3:28])=[CH:26][C:25]([CH3:29])=[CH:24][N:23]=1)[CH2:13][C:14]1[C:19]([O:20][S:33](=[O:35])(=[O:34])[N:32]([CH3:37])[CH3:31])=[CH:18][CH:17]=[CH:16][N:15]=1)([CH3:3])([CH3:2])[CH3:4]. The catalyst class is: 64. (3) Reactant: Br[C:2]1[CH:3]=[C:4]2[C:11]3([O:15][CH2:14][CH2:13][O:12]3)[CH2:10][CH:9]([C:16]3[CH:21]=[CH:20][CH:19]=[C:18]([Cl:22])[CH:17]=3)[O:8][C:5]2=[CH:6][CH:7]=1.C1NC2NC(N)=NC(=O)C=2N2C1CN(C1C=CC(C(N[C@H](C(O)=O)CCC(O)=O)=O)=CC=1)C2.[Br-].[CH2:57]([O:59][C:60](=[O:64])[CH2:61][CH2:62][Zn+])[CH3:58]. Product: [Cl:22][C:18]1[CH:17]=[C:16]([CH:9]2[CH2:10][C:11]3([O:15][CH2:14][CH2:13][O:12]3)[C:4]3[C:5](=[CH:6][CH:7]=[C:2]([CH2:62][CH2:61][C:60]([O:59][CH2:57][CH3:58])=[O:64])[CH:3]=3)[O:8]2)[CH:21]=[CH:20][CH:19]=1. The catalyst class is: 1. (4) Reactant: Cl[C:2]1[CH:7]=[N:6][CH:5]=[C:4]([Cl:8])[N:3]=1.[CH2:9]([CH:11]([NH2:14])[CH2:12][CH3:13])[CH3:10]. Product: [CH3:10][CH2:9][CH:11]([NH:14][C:2]1[CH:7]=[N:6][CH:5]=[C:4]([Cl:8])[N:3]=1)[CH2:12][CH3:13]. The catalyst class is: 14.